This data is from Full USPTO retrosynthesis dataset with 1.9M reactions from patents (1976-2016). The task is: Predict the reactants needed to synthesize the given product. Given the product [CH:15]1[C:16]2[C:21](=[CH:20][CH:19]=[CH:18][CH:17]=2)[CH:22]=[CH:23][C:14]=1[S:11]([N:8]1[CH2:9][CH2:10][N:5]([C:3](=[O:4])[CH2:2][O:30][C:27]2[CH:28]=[CH:29][C:24]([CH3:35])=[CH:25][CH:26]=2)[CH2:6][CH2:7]1)(=[O:13])=[O:12], predict the reactants needed to synthesize it. The reactants are: Cl[CH2:2][C:3]([N:5]1[CH2:10][CH2:9][N:8]([S:11]([C:14]2[CH:23]=[CH:22][C:21]3[C:16](=[CH:17][CH:18]=[CH:19][CH:20]=3)[CH:15]=2)(=[O:13])=[O:12])[CH2:7][CH2:6]1)=[O:4].[C:24]1([CH3:35])[CH:29]=[CH:28][C:27]([O:30]CC(O)=O)=[CH:26][CH:25]=1.CCN(C(C)C)C(C)C.CN(C(ON1N=NC2C=CC=NC1=2)=[N+](C)C)C.F[P-](F)(F)(F)(F)F.